Dataset: Full USPTO retrosynthesis dataset with 1.9M reactions from patents (1976-2016). Task: Predict the reactants needed to synthesize the given product. (1) Given the product [C:1]([C:3]1[C:4]([C:14]2[CH:19]=[CH:18][C:17]([Cl:20])=[CH:16][C:15]=2[Cl:21])=[C:5]([C:9]([OH:11])=[O:10])[S:6][C:7]=1[I:8])#[N:2], predict the reactants needed to synthesize it. The reactants are: [C:1]([C:3]1[C:4]([C:14]2[CH:19]=[CH:18][C:17]([Cl:20])=[CH:16][C:15]=2[Cl:21])=[C:5]([C:9]([O:11]CC)=[O:10])[S:6][C:7]=1[I:8])#[N:2].O1CCCC1.O.[OH-].[Na+]. (2) Given the product [OH:28][C:25]([CH3:26])([CH3:27])[CH2:24][N:7]1[C:6]2[CH:29]=[CH:30][C:3]([CH2:1][NH:31][C:32]3[CH:37]=[CH:36][CH:35]=[CH:34][CH:33]=3)=[CH:4][C:5]=2[N:9]=[C:8]1[NH:10][C:11]([C:13]1[S:14][C:15]([C:18]2[O:22][C:21]([CH3:23])=[N:20][CH:19]=2)=[CH:16][CH:17]=1)=[O:12], predict the reactants needed to synthesize it. The reactants are: [CH:1]([C:3]1[CH:30]=[CH:29][C:6]2[N:7]([CH2:24][C:25]([OH:28])([CH3:27])[CH3:26])[C:8]([NH:10][C:11]([C:13]3[S:14][C:15]([C:18]4[O:22][C:21]([CH3:23])=[N:20][CH:19]=4)=[CH:16][CH:17]=3)=[O:12])=[N:9][C:5]=2[CH:4]=1)=O.[NH2:31][C:32]1[CH:37]=[CH:36][CH:35]=[CH:34][CH:33]=1.C(=O)C1C=CC=CC=1. (3) Given the product [F:23][C:24]1[CH:29]=[C:28]([F:30])[CH:27]=[CH:26][C:25]=1[C:2]1[CH:3]=[C:4]2[C:9](=[CH:10][CH:11]=1)[N:8]=[C:7]([S:12]([C:15]1[CH:20]=[CH:19][CH:18]=[CH:17][C:16]=1[CH2:21][OH:22])(=[O:14])=[O:13])[CH:6]=[CH:5]2, predict the reactants needed to synthesize it. The reactants are: Cl[C:2]1[CH:3]=[C:4]2[C:9](=[CH:10][CH:11]=1)[N:8]=[C:7]([S:12]([C:15]1[CH:20]=[CH:19][CH:18]=[CH:17][C:16]=1[CH2:21][OH:22])(=[O:14])=[O:13])[CH:6]=[CH:5]2.[F:23][C:24]1[CH:29]=[C:28]([F:30])[CH:27]=[CH:26][C:25]=1B(O)O.C1(P(C2CCCCC2)C2C=CC=CC=2C2C=CC=CC=2C)CCCCC1.P([O-])([O-])([O-])=O.[K+].[K+].[K+].[OH-].[Na+]. (4) The reactants are: [NH:1]1[C:9]2[C:4](=[CH:5][CH:6]=[C:7]([O:10][C:11](=[O:13])[CH3:12])[CH:8]=2)[CH:3]=[CH:2]1.[CH2:14]=O.[NH:16]1[CH2:21][CH2:20][O:19][CH2:18][CH2:17]1. Given the product [N:16]1([CH2:14][C:3]2[C:4]3[C:9](=[CH:8][C:7]([O:10][C:11](=[O:13])[CH3:12])=[CH:6][CH:5]=3)[NH:1][CH:2]=2)[CH2:21][CH2:20][O:19][CH2:18][CH2:17]1, predict the reactants needed to synthesize it. (5) Given the product [CH2:20]([N:3]([CH2:1][CH3:2])[CH2:4][CH2:5][NH:6][C:7]([C:9]1[N:32]=[C:33]2[CH:38]=[CH:39][CH:31]=[CH:29][N:28]2[C:18]=1[I:60])=[O:8])[CH3:21], predict the reactants needed to synthesize it. The reactants are: [CH2:1]([N:3]([CH2:20][CH3:21])[CH2:4][CH2:5][NH:6][C:7]([C:9]1[CH:18]=CC2C(=CC=C(I)C=2)C=1)=[O:8])[CH3:2].Cl.C(N(CC)CC[NH:28][C:29]([C:31]1[NH:32][C:33]2[C:38]([CH:39]=1)=CC(I)=CC=2)=O)C.C(N(CC)CCNC(C1SC2C=CC=C([I:60])C=2C=1)=O)C.IC1C=CC(C(OCC)=O)=CN=1.C(N(CC)CCNC(=O)C1C=CC(I)=NC=1)C.Cl.C(N(CC)CCNC(C1SC2C=CC=C(I)C=2C=1)=O)C. (6) Given the product [CH3:38][N:35]1[CH2:36][CH2:37][N:32]([C:4]2[CH:5]=[C:6]([N:8]3[CH:17]([CH3:18])[CH2:16][C:15]4[C:10](=[CH:11][C:12]([CH:19]5[CH2:20][CH2:21][NH:22][CH2:23][CH2:24]5)=[CH:13][CH:14]=4)[CH2:9]3)[N:7]=[C:2]([NH2:1])[N:3]=2)[CH2:33][CH2:34]1.[ClH:39], predict the reactants needed to synthesize it. The reactants are: [NH2:1][C:2]1[N:7]=[C:6]([N:8]2[CH:17]([CH3:18])[CH2:16][C:15]3[C:10](=[CH:11][C:12]([CH:19]4[CH2:24][CH2:23][N:22](C(OC(C)(C)C)=O)[CH2:21][CH2:20]4)=[CH:13][CH:14]=3)[CH2:9]2)[CH:5]=[C:4]([N:32]2[CH2:37][CH2:36][N:35]([CH3:38])[CH2:34][CH2:33]2)[N:3]=1.[ClH:39].O1CCOCC1.